From a dataset of Forward reaction prediction with 1.9M reactions from USPTO patents (1976-2016). Predict the product of the given reaction. The product is: [O:1]1[C:5]([C:6]2[CH:7]=[CH:8][C:9]([NH:12][C:13]3[N:14]=[C:15]([NH:30][CH2:31][CH:32]4[CH2:33][CH2:34][O:35][CH2:36][CH2:37]4)[C:16]4[CH2:22][NH:21][CH2:20][CH2:19][C:17]=4[N:18]=3)=[CH:10][CH:11]=2)=[CH:4][N:3]=[CH:2]1. Given the reactants [O:1]1[C:5]([C:6]2[CH:11]=[CH:10][C:9]([NH:12][C:13]3[N:14]=[C:15]([NH:30][CH2:31][CH:32]4[CH2:37][CH2:36][O:35][CH2:34][CH2:33]4)[C:16]4[CH2:22][N:21](C(OC(C)(C)C)=O)[CH2:20][CH2:19][C:17]=4[N:18]=3)=[CH:8][CH:7]=2)=[CH:4][N:3]=[CH:2]1.Cl, predict the reaction product.